This data is from Reaction yield outcomes from USPTO patents with 853,638 reactions. The task is: Predict the reaction yield, written as a fraction of the theoretical maximum amount of product (1.0 means a 100% yield; for example, 0.34 means a 34% yield). (1) The reactants are [CH3:1][O:2][C:3]1[CH:8]=[C:7]([CH:9]=O)[CH:6]=[C:5]([O:11][CH3:12])[C:4]=1[C:13]1[CH:18]=[CH:17][CH:16]=[CH:15][CH:14]=1.[ClH:19].CO.C(O[CH:25](OCC)[CH2:26][NH:27][CH2:28][C:29]1[CH:34]=[CH:33][CH:32]=[C:31]([O:35][CH2:36][CH3:37])[C:30]=1[OH:38])C. The catalyst is CCO. The product is [ClH:19].[CH3:1][O:2][C:3]1[CH:8]=[C:7]([CH2:9][C:25]2[C:34]3[C:29](=[C:30]([OH:38])[C:31]([O:35][CH2:36][CH3:37])=[CH:32][CH:33]=3)[CH:28]=[N:27][CH:26]=2)[CH:6]=[C:5]([O:11][CH3:12])[C:4]=1[C:13]1[CH:18]=[CH:17][CH:16]=[CH:15][CH:14]=1. The yield is 0.160. (2) The yield is 1.00. The reactants are COC(OC)C[C:5]1[N:13]=[CH:12][CH:11]=[CH:10][C:6]=1[C:7](N)=[O:8].[NH+:16]1C=CC=[CH:18][CH:17]=1.C1(C)C=CC(S([O-])(=O)=O)=CC=1. The product is [N:13]1[C:5]2[N:16]=[CH:17][CH:18]=[C:7]([OH:8])[C:6]=2[CH:10]=[CH:11][CH:12]=1. The catalyst is C1C=CC=CC=1. (3) The reactants are [CH:1]1([C:6]([OH:8])=O)[CH2:5][CH2:4][CH2:3][CH2:2]1.S(Cl)(Cl)=O.[H-].[Na+].[C:15]([O:23][CH2:24][CH3:25])(=[O:22])[CH2:16][C:17]([O:19][CH2:20][CH3:21])=[O:18]. The catalyst is C1COCC1. The product is [CH2:20]([O:19][C:17](=[O:18])[CH:16]([C:6]([CH:1]1[CH2:2][CH2:3][CH2:4][CH2:5]1)=[O:8])[C:15]([O:23][CH2:24][CH3:25])=[O:22])[CH3:21]. The yield is 0.855. (4) The reactants are [Br:1][C:2]1[CH:7]=[CH:6][CH:5]=[C:4]([CH2:8]Br)[CH:3]=1.[F:10][C:11]([F:23])([F:22])[C:12]1[CH:21]=[C:20]2[C:15]([CH2:16][CH2:17][CH2:18][NH:19]2)=[CH:14][CH:13]=1.C([O-])(=O)C.[Na+]. The catalyst is C(O)C.O. The product is [Br:1][C:2]1[CH:3]=[C:4]([CH:5]=[CH:6][CH:7]=1)[CH2:8][N:19]1[C:20]2[C:15](=[CH:14][CH:13]=[C:12]([C:11]([F:10])([F:22])[F:23])[CH:21]=2)[CH2:16][CH2:17][CH2:18]1. The yield is 0.820. (5) The reactants are [N+:1]([C:4]1[CH:9]=[CH:8][CH:7]=[CH:6][C:5]=1[CH2:10][C:11]([OH:13])=O)([O-:3])=[O:2].[NH2:14][CH:15]1[CH2:20][CH2:19][N:18]([CH2:21][C:22]2[CH:27]=[CH:26][CH:25]=[CH:24][CH:23]=2)[CH2:17][CH2:16]1.ON1C2C=CC=CC=2N=N1.CN(C)CCCN=C=NCC.C(N(CC)CC)C. The catalyst is C(OCC)(=O)C. The product is [CH2:21]([N:18]1[CH2:19][CH2:20][CH:15]([NH:14][C:11](=[O:13])[CH2:10][C:5]2[CH:6]=[CH:7][CH:8]=[CH:9][C:4]=2[N+:1]([O-:3])=[O:2])[CH2:16][CH2:17]1)[C:22]1[CH:23]=[CH:24][CH:25]=[CH:26][CH:27]=1. The yield is 0.980. (6) The reactants are [CH3:1][C@@H:2]1[CH2:6][CH2:5][C:4](=C(C)C)[CH:3]1[C:10]([O:12][CH2:13][CH3:14])=[O:11].C(=O)=[O:16].C(O)(C)C. The catalyst is C(OCC)(=O)C. The product is [CH3:1][C@@H:2]1[CH2:6][CH2:5][C:4](=[O:16])[CH:3]1[C:10]([O:12][CH2:13][CH3:14])=[O:11]. The yield is 0.960. (7) The reactants are [CH3:1][O:2][C:3]([C:5]1[C:10]2[CH:11]=[CH:12][NH:13][C:9]=2[CH:8]=[CH:7][N:6]=1)=[O:4].[Cl:14]N1C(=O)CCC1=O.O. The catalyst is CN(C)C=O. The product is [Cl:14][C:11]1[C:10]2[C:5]([C:3]([O:2][CH3:1])=[O:4])=[N:6][CH:7]=[CH:8][C:9]=2[NH:13][CH:12]=1. The yield is 0.250. (8) The reactants are [H-].[Na+].Cl.[NH2:4][CH:5]1[CH2:14][C:13]2[C:8](=[CH:9][CH:10]=[CH:11][CH:12]=2)[NH:7][C:6]1=[O:15].CS(O[CH2:21][CH:22]1[CH2:26][O:25][C:24]([CH3:28])([CH3:27])[O:23]1)(=O)=O. The catalyst is CN(C=O)C. The product is [NH2:4][CH:5]1[CH2:14][C:13]2[C:8](=[CH:9][CH:10]=[CH:11][CH:12]=2)[N:7]([CH2:21][CH:22]2[CH2:26][O:25][C:24]([CH3:28])([CH3:27])[O:23]2)[C:6]1=[O:15]. The yield is 0.530. (9) The reactants are [H-].[H-].[H-].[H-].[Li+].[Al+3].[C:7]([NH:18][CH2:19][C:20](OC)=[O:21])(=O)[CH2:8][CH2:9][CH2:10][CH2:11][CH2:12][CH2:13][CH2:14][CH2:15][CH3:16].O.[OH-].[Na+]. The catalyst is C1COCC1. The product is [CH2:7]([NH:18][CH2:19][CH2:20][OH:21])[CH2:8][CH2:9][CH2:10][CH2:11][CH2:12][CH2:13][CH2:14][CH2:15][CH3:16]. The yield is 0.786. (10) The reactants are C1(P(C2C=CC=CC=2)C2C=CC=CC=2)C=CC=CC=1.[Br:20]Br.[Cl:22][C:23]1[CH:24]=[C:25]([CH2:30]O)[CH:26]=[C:27]([I:29])[CH:28]=1. The catalyst is C(Cl)Cl. The product is [Br:20][CH2:30][C:25]1[CH:26]=[C:27]([I:29])[CH:28]=[C:23]([Cl:22])[CH:24]=1. The yield is 0.970.